The task is: Regression. Given a peptide amino acid sequence and an MHC pseudo amino acid sequence, predict their binding affinity value. This is MHC class I binding data.. This data is from Peptide-MHC class I binding affinity with 185,985 pairs from IEDB/IMGT. The binding affinity (normalized) is 0.0847. The MHC is HLA-A02:03 with pseudo-sequence HLA-A02:03. The peptide sequence is EMKEAFHGL.